Dataset: Full USPTO retrosynthesis dataset with 1.9M reactions from patents (1976-2016). Task: Predict the reactants needed to synthesize the given product. (1) The reactants are: [C:1]([C:3]1[CH:4]=[CH:5][C:6]([NH:9][C:10]([C:12]2([OH:25])[CH2:17][CH2:16][N:15]([C:18](OC(C)(C)C)=O)[CH2:14][CH2:13]2)=[O:11])=[N:7][CH:8]=1)#[N:2].C(O)(C(F)(F)F)=O.CCN(C(C)C)C(C)C.[CH3:42][C:43]1[C:51]([C@@H:52]2C[O:53]2)=[CH:50][CH:49]=[C:48]2[C:44]=1[CH2:45][O:46][C:47]2=[O:55]. Given the product [C:1]([C:3]1[CH:4]=[CH:5][C:6]([NH:9][C:10]([C:12]2([OH:25])[CH2:13][CH2:14][N:15]([CH2:18][C@H:52]([OH:53])[C:51]3[C:43]([CH3:42])=[C:44]4[C:48](=[CH:49][CH:50]=3)[C:47](=[O:55])[O:46][CH2:45]4)[CH2:16][CH2:17]2)=[O:11])=[N:7][CH:8]=1)#[N:2], predict the reactants needed to synthesize it. (2) The reactants are: Br[C:2]1[CH:3]=[C:4]([N:8]2[CH2:17][C@H:16]3[N:12]([CH2:13][CH2:14][CH2:15]3)[C:11]3[N:18]=[C:19]([NH:22][CH2:23][CH3:24])[N:20]=[CH:21][C:10]=3[C:9]2=[O:25])[CH:5]=[CH:6][CH:7]=1.C([Sn](CCCC)(CCCC)[C:31]1[O:32][CH:33]=[CH:34][N:35]=1)CCC.[F-].[NH4+]. Given the product [CH2:23]([NH:22][C:19]1[N:20]=[CH:21][C:10]2[C:9](=[O:25])[N:8]([C:4]3[CH:5]=[CH:6][CH:7]=[C:2]([C:31]4[O:32][CH:33]=[CH:34][N:35]=4)[CH:3]=3)[CH2:17][C@H:16]3[N:12]([CH2:13][CH2:14][CH2:15]3)[C:11]=2[N:18]=1)[CH3:24], predict the reactants needed to synthesize it. (3) Given the product [S:2]1[CH:6]=[CH:5][N:4]=[C:3]1[CH:7]1[N:9]=[C:13]([C:12]2[CH:15]=[CH:16][C:17]([F:19])=[CH:18][C:11]=2[Cl:10])[C:24]2[C:25](=[O:27])[CH2:26][C:21]([CH3:29])([CH3:20])[CH2:22][C:23]=2[NH:8]1, predict the reactants needed to synthesize it. The reactants are: Cl.[S:2]1[CH:6]=[CH:5][N:4]=[C:3]1[C:7]([NH2:9])=[NH:8].[Cl:10][C:11]1[CH:18]=[C:17]([F:19])[CH:16]=[CH:15][C:12]=1[CH:13]=O.[CH3:20][C:21]1([CH3:29])[CH2:26][C:25](=[O:27])[CH2:24][C:23](=O)[CH2:22]1.C([O-])(=O)C.[Na+].Cl. (4) Given the product [Cl:19][C:17]1[CH:16]=[CH:15][C:13]2[NH:14][C:10]([CH2:9][NH2:8])=[N:11][C:12]=2[CH:18]=1, predict the reactants needed to synthesize it. The reactants are: C(OC([NH:8][CH2:9][C:10]1[NH:14][C:13]2[CH:15]=[CH:16][C:17]([Cl:19])=[CH:18][C:12]=2[N:11]=1)=O)(C)(C)C. (5) Given the product [Br:1][C:2]1[CH:3]=[C:4]2[C:9](=[CH:10][C:11]=1[F:12])[NH:8][C:7](=[S:23])[CH2:6][CH2:5]2, predict the reactants needed to synthesize it. The reactants are: [Br:1][C:2]1[CH:3]=[C:4]2[C:9](=[CH:10][C:11]=1[F:12])[NH:8][C:7](=O)[CH2:6][CH2:5]2.COC1C=CC(P2(SP(C3C=CC(OC)=CC=3)(=S)S2)=[S:23])=CC=1.